This data is from Forward reaction prediction with 1.9M reactions from USPTO patents (1976-2016). The task is: Predict the product of the given reaction. (1) Given the reactants Br.[CH2:2]([NH:9][C:10](=[NH:20])[CH2:11]P(OCC)(OCC)=O)[C:3]1[CH:8]=[CH:7][CH:6]=[CH:5][CH:4]=1.[Cl:21][C:22]1[CH:29]=[CH:28][CH:27]=[CH:26][C:23]=1[CH:24]=O.C(=O)([O-])[O-].[K+].[K+].O, predict the reaction product. The product is: [ClH:21].[CH2:2]([NH:9][C:10](=[NH:20])/[CH:11]=[CH:24]/[C:23]1[CH:26]=[CH:27][CH:28]=[CH:29][C:22]=1[Cl:21])[C:3]1[CH:4]=[CH:5][CH:6]=[CH:7][CH:8]=1. (2) Given the reactants [CH:1]1([C@@H:7]([NH:9][C:10]([C:12]2[C:21]3[C:16](=[CH:17][CH:18]=[CH:19][CH:20]=3)[N:15]=[C:14]([C:22]3[CH:27]=[CH:26][CH:25]=[CH:24][CH:23]=3)[C:13]=2[CH2:28][N:29]2[CH2:34][CH2:33][N:32]([C:35](=[N:38][S:39]([CH3:42])(=[O:41])=[O:40])SC)[CH2:31][CH2:30]2)=[O:11])[CH3:8])[CH2:6][CH2:5][CH2:4][CH2:3][CH2:2]1.[NH:43]1[CH2:47][CH2:46][CH2:45][CH2:44]1, predict the reaction product. The product is: [CH:1]1([C@@H:7]([NH:9][C:10]([C:12]2[C:21]3[C:16](=[CH:17][CH:18]=[CH:19][CH:20]=3)[N:15]=[C:14]([C:22]3[CH:27]=[CH:26][CH:25]=[CH:24][CH:23]=3)[C:13]=2[CH2:28][N:29]2[CH2:30][CH2:31][N:32]([C:35](=[N:38][S:39]([CH3:42])(=[O:41])=[O:40])[N:43]3[CH2:47][CH2:46][CH2:45][CH2:44]3)[CH2:33][CH2:34]2)=[O:11])[CH3:8])[CH2:2][CH2:3][CH2:4][CH2:5][CH2:6]1. (3) Given the reactants [C:1]([N:4]1[CH2:9][CH2:8][N:7]([C:10]2[CH:11]=[CH:12][C:13]([CH2:16][CH2:17][C:18]3[S:22][C:21]([CH2:23][CH2:24][NH:25][C:26]([NH:28][NH:29]C(OC(C)(C)C)=O)=[O:27])=[CH:20][CH:19]=3)=[N:14][CH:15]=2)[CH2:6][CH2:5]1)(=[O:3])[CH3:2].O1CCOCC1.Cl, predict the reaction product. The product is: [C:1]([N:4]1[CH2:9][CH2:8][N:7]([C:10]2[CH:11]=[CH:12][C:13]([CH2:16][CH2:17][C:18]3[S:22][C:21]([CH2:23][CH2:24][NH:25][C:26]([NH:28][NH2:29])=[O:27])=[CH:20][CH:19]=3)=[N:14][CH:15]=2)[CH2:6][CH2:5]1)(=[O:3])[CH3:2]. (4) Given the reactants [C:1]([O:5][C:6]([NH:8][C@@H:9]([CH2:13][C:14]1[CH:19]=[CH:18][C:17]([I:20])=[CH:16][CH:15]=1)[C:10]([OH:12])=O)=[O:7])([CH3:4])([CH3:3])[CH3:2].[NH:21]1[CH2:26][CH2:25][CH2:24][CH2:23][CH2:22]1.CN(C(ON1N=NC2C=CC=NC1=2)=[N+](C)C)C.F[P-](F)(F)(F)(F)F.CCN(C(C)C)C(C)C, predict the reaction product. The product is: [I:20][C:17]1[CH:18]=[CH:19][C:14]([CH2:13][C@H:9]([NH:8][C:6](=[O:7])[O:5][C:1]([CH3:2])([CH3:3])[CH3:4])[C:10](=[O:12])[N:21]2[CH2:26][CH2:25][CH2:24][CH2:23][CH2:22]2)=[CH:15][CH:16]=1. (5) Given the reactants [NH2:1][CH:2]([CH2:12][C:13]1[CH:18]=[CH:17][C:16]([C:19]([F:22])([F:21])[F:20])=[CH:15][CH:14]=1)[CH:3]([C:5]1[CH:10]=[CH:9][C:8]([F:11])=[CH:7][CH:6]=1)[OH:4].[C:23]1([CH2:29][CH2:30][C:31](Cl)=[O:32])[CH:28]=[CH:27][CH:26]=[CH:25][CH:24]=1.C(=O)([O-])O.[Na+], predict the reaction product. The product is: [F:11][C:8]1[CH:9]=[CH:10][C:5]([CH:3]([OH:4])[CH:2]([NH:1][C:31](=[O:32])[CH2:30][CH2:29][C:23]2[CH:28]=[CH:27][CH:26]=[CH:25][CH:24]=2)[CH2:12][C:13]2[CH:18]=[CH:17][C:16]([C:19]([F:22])([F:20])[F:21])=[CH:15][CH:14]=2)=[CH:6][CH:7]=1. (6) Given the reactants Br[C:2]1[CH:3]=[C:4]([C:7]([O:9][CH3:10])=[O:8])[S:5][CH:6]=1.[Cl:11][C:12]1[CH:17]=[CH:16][C:15](OB(O)O)=[CH:14][CH:13]=1, predict the reaction product. The product is: [Cl:11][C:12]1[CH:17]=[CH:16][C:15]([C:2]2[CH:3]=[C:4]([C:7]([O:9][CH3:10])=[O:8])[S:5][CH:6]=2)=[CH:14][CH:13]=1. (7) Given the reactants [CH2:1]([N:8]1[C:16](O)([C:17]2[CH:22]=[CH:21][C:20]([O:23][CH2:24][O:25][CH2:26][CH2:27][Si:28]([CH3:31])([CH3:30])[CH3:29])=[CH:19][CH:18]=2)[C:15]2[C:10](=[CH:11][CH:12]=[CH:13][CH:14]=2)[C:9]1=[O:33])[C:2]1[CH:7]=[CH:6][CH:5]=[CH:4][CH:3]=1.S(Cl)([Cl:36])=O, predict the reaction product. The product is: [CH2:1]([N:8]1[C:16]([Cl:36])([C:17]2[CH:22]=[CH:21][C:20]([O:23][CH2:24][O:25][CH2:26][CH2:27][Si:28]([CH3:31])([CH3:30])[CH3:29])=[CH:19][CH:18]=2)[C:15]2[C:10](=[CH:11][CH:12]=[CH:13][CH:14]=2)[C:9]1=[O:33])[C:2]1[CH:7]=[CH:6][CH:5]=[CH:4][CH:3]=1. (8) Given the reactants C[O:2][C:3]([C:5]1[S:9][C:8]2[CH:10]=[C:11]([Br:15])[C:12]([F:14])=[CH:13][C:7]=2[CH:6]=1)=[O:4].[Li+].[OH-].O, predict the reaction product. The product is: [Br:15][C:11]1[C:12]([F:14])=[CH:13][C:7]2[CH:6]=[C:5]([C:3]([OH:4])=[O:2])[S:9][C:8]=2[CH:10]=1. (9) Given the reactants [C:1]([C:3]1[CH:15]=[C:14]2[C:6]([C:7]3[C:8](=[O:30])[C:9]4[CH:21]=[CH:20][C:19](OS(C(F)(F)F)(=O)=O)=[CH:18][C:10]=4[C:11]([CH3:17])([CH3:16])[C:12]=3[NH:13]2)=[CH:5][CH:4]=1)#[N:2].[SH:31][CH2:32][CH2:33][C:34]([OH:36])=[O:35], predict the reaction product. The product is: [C:1]([C:3]1[CH:15]=[C:14]2[C:6]([C:7]3[C:8](=[O:30])[C:9]4[CH:21]=[CH:20][C:19]([S:31][CH2:32][CH2:33][C:34]([OH:36])=[O:35])=[CH:18][C:10]=4[C:11]([CH3:17])([CH3:16])[C:12]=3[NH:13]2)=[CH:5][CH:4]=1)#[N:2]. (10) Given the reactants [C:1]1([N:7]2[C:19]3[CH:18]=[CH:17][CH:16]=[CH:15][C:14]=3[C:13]3[C:8]2=[CH:9][CH:10]=[CH:11][CH:12]=3)[CH:6]=[CH:5][CH:4]=[CH:3][CH:2]=1.[I-].[K+].[I:22]([O-])(=O)=O.[K+].II.S([O-])([O-])(=O)=S.[Na+].[Na+], predict the reaction product. The product is: [I:22][C:16]1[CH:17]=[CH:18][C:19]2[N:7]([C:1]3[CH:2]=[CH:3][CH:4]=[CH:5][CH:6]=3)[C:8]3[C:13]([C:14]=2[CH:15]=1)=[CH:12][CH:11]=[CH:10][CH:9]=3.